Predict the reactants needed to synthesize the given product. From a dataset of Retrosynthesis with 50K atom-mapped reactions and 10 reaction types from USPTO. (1) The reactants are: COc1ccc([N+](=O)[O-])nc1Br.OB(O)c1ccc2c(c1)OCCO2. Given the product COc1ccc([N+](=O)[O-])nc1-c1ccc2c(c1)OCCO2, predict the reactants needed to synthesize it. (2) Given the product Cn1cc(-c2cccc(N)c2)cn1, predict the reactants needed to synthesize it. The reactants are: CC1OB(c2cnn(C)c2)OC1C.Nc1cccc(Br)c1. (3) Given the product CCN(CC)c1ccc(Nc2cc(NC(=O)Nc3c(F)cccc3F)ncn2)cc1, predict the reactants needed to synthesize it. The reactants are: CCN(CC)c1ccc(Nc2cc(N)ncn2)cc1.O=C=Nc1c(F)cccc1F. (4) The reactants are: CN(C[C@H](O)c1cccc(O)c1)c1cnc(-c2ccccc2)c(-c2ccccc2)n1.COC(=O)CBr. Given the product COC(=O)COc1cccc([C@@H](O)CN(C)c2cnc(-c3ccccc3)c(-c3ccccc3)n2)c1, predict the reactants needed to synthesize it. (5) Given the product Cc1c(C(=O)Nc2ccc(Oc3ccnc(N)c3Cl)cc2F)c(=O)n(-c2ccccc2)n1C, predict the reactants needed to synthesize it. The reactants are: Cc1c(C(=O)Nc2ccc(Oc3ccnc(C(N)=O)c3Cl)cc2F)c(=O)n(-c2ccccc2)n1C. (6) Given the product CCC(C(=O)O)c1ccc(N)cc1, predict the reactants needed to synthesize it. The reactants are: CCC(C(=O)O)c1ccc([N+](=O)[O-])cc1. (7) Given the product Cc1c(C)c(S(=O)(=O)NC(=N)Nc2cccc([C@H](NC(=O)c3cccn(Cc4ccccc4)c3=O)C(=O)O)c2)c(C)c2c1OC(C)(C)CC2, predict the reactants needed to synthesize it. The reactants are: COC(=O)[C@@H](NC(=O)c1cccn(Cc2ccccc2)c1=O)c1cccc(NC(=N)NS(=O)(=O)c2c(C)c(C)c3c(c2C)CCC(C)(C)O3)c1. (8) Given the product COC(=O)N(C)CCCCCC(=O)O, predict the reactants needed to synthesize it. The reactants are: CNCCCCCC(=O)O.COC(=O)Cl. (9) The reactants are: C/C=C\c1cc(C(=O)OC)ccc1N1CCN(C(=O)OC(C)(C)C)CC1. Given the product C/C=C\c1cc(C(=O)O)ccc1N1CCN(C(=O)OC(C)(C)C)CC1, predict the reactants needed to synthesize it. (10) The reactants are: CCOc1ccc2ccccc2c1C(=O)O.c1ccc2nc(N3CC4CNCC4C3)cnc2c1. Given the product CCOc1ccc2ccccc2c1C(=O)N1CC2CN(c3cnc4ccccc4n3)CC2C1, predict the reactants needed to synthesize it.